Regression. Given a peptide amino acid sequence and an MHC pseudo amino acid sequence, predict their binding affinity value. This is MHC class II binding data. From a dataset of Peptide-MHC class II binding affinity with 134,281 pairs from IEDB. (1) The peptide sequence is YDTLGTLCNSTEDGP. The MHC is DRB1_1501 with pseudo-sequence DRB1_1501. The binding affinity (normalized) is 0. (2) The peptide sequence is DTVAVSGKWYLKAMTA. The MHC is DRB1_0301 with pseudo-sequence DRB1_0301. The binding affinity (normalized) is 0.477. (3) The peptide sequence is VSSHNHIPGYKVQTN. The MHC is DRB3_0202 with pseudo-sequence DRB3_0202. The binding affinity (normalized) is 0. (4) The peptide sequence is IAKVPPGPNITAEYGDKWLD. The MHC is DRB1_0101 with pseudo-sequence DRB1_0101. The binding affinity (normalized) is 0. (5) The peptide sequence is LVKYVNGDGDVVAVD. The MHC is DRB3_0101 with pseudo-sequence DRB3_0101. The binding affinity (normalized) is 0.363. (6) The peptide sequence is KKSAHGSPTFWMGSH. The MHC is HLA-DQA10601-DQB10402 with pseudo-sequence HLA-DQA10601-DQB10402. The binding affinity (normalized) is 0.363. (7) The peptide sequence is SMDLELSWNLNGLQAY. The MHC is DRB1_1302 with pseudo-sequence DRB1_1302. The binding affinity (normalized) is 0.584.